This data is from Experimentally validated miRNA-target interactions with 360,000+ pairs, plus equal number of negative samples. The task is: Binary Classification. Given a miRNA mature sequence and a target amino acid sequence, predict their likelihood of interaction. (1) The miRNA is hsa-miR-1276 with sequence UAAAGAGCCCUGUGGAGACA. The protein sequence of the target gene is MGDPNSRKKQALNRLRAQLRKKKESLADQFDFKMYIAFVFKEKKKKSALFEVSEVIPVMTNNYEENILKGVRDSSYSLESSLELLQKDVVQLHAPRYQSMRRDVIGCTQEMDFILWPRNDIEKIVCLLFSRWKESDEPFRPVQAKFEFHHGDYEKQFLHVLSRKDKTGIVVNNPNQSVFLFIDRQHLQTPKNKATIFKLCSICLYLPQEQLTHWAVGTIEDHLRPYMPE. Result: 0 (no interaction). (2) The miRNA is hsa-miR-634 with sequence AACCAGCACCCCAACUUUGGAC. The protein sequence of the target gene is MAEDADMRNELEEMQRRADQLADESLESTRRMLQLVEESKDAGIRTLVMLDEQGEQLERIEEGMDQINKDMKEAEKNLTDLGKFCGLCVCPCNKLKSSDAYKKAWGNNQDGVVASQPARVVDEREQMAISGGFIRRVTNDARENEMDENLEQVSGIIGNLRHMALDMGNEIDTQNRQIDRIMEKADSNKTRIDEANQRATKMLGSG. Result: 0 (no interaction). (3) The miRNA is hsa-miR-4677-5p with sequence UUGUUCUUUGGUCUUUCAGCCA. The protein sequence of the target gene is MQRLVAWDPACLPLPPPPPAFKSMEVANFYYEADCLAAAYGGKAAPAAPPAARPGPRPPAGELGSIGDHERAIDFSPYLEPLGAPQAPAPATATDTFEAAPPAPAPAPASSGQHHDFLSDLFSDDYGGKNCKKPAEYGYVSLGRLGAAKGALHPGCFAPLHPPPPPPPPPAELKAEPGFEPADCKRKEEAGAPGGGAGMAAGFPYALRAYLGYQAVPSGSSGSLSTSSSSSPPGTPSPADAKAPPTACYAGAAPAPSQVKSKAKKTVDKHSDEYKIRRERNNIAVRKSRDKAKMRNLETQ.... Result: 1 (interaction). (4) The miRNA is hsa-miR-6871-5p with sequence CAUGGGAGUUCGGGGUGGUUGC. The protein sequence of the target gene is MDPAEAVLQEKALKFMCSMPRSLWLGCSSLADSMPSLRCLYNPGTGALTAFQNSSEREDCNNGEPPRKIIPEKNSLRQTYNSCARLCLNQETVCLASTAMKTENCVAKTKLANGTSSMIVPKQRKLSASYEKEKELCVKYFEQWSESDQVEFVEHLISQMCHYQHGHINSYLKPMLQRDFITALPARGLDHIAENILSYLDAKSLCAAELVCKEWYRVTSDGMLWKKLIERMVRTDSLWRGLAERRGWGQYLFKNKPPDGNAPPNSFYRALYPKIIQDIETIESNWRCGRHSLQRIHCRS.... Result: 1 (interaction).